From a dataset of Full USPTO retrosynthesis dataset with 1.9M reactions from patents (1976-2016). Predict the reactants needed to synthesize the given product. (1) The reactants are: C[O:2][C:3]([C:5]1[CH:10]=[CH:9][CH:8]=[CH:7][C:6]=1[NH:11]/[C:12](=[C:19]1\[C:20](=[O:28])[NH:21][C:22]2[C:27]\1=[CH:26][CH:25]=[CH:24][CH:23]=2)/[C:13]1[CH:18]=[CH:17][CH:16]=[CH:15][CH:14]=1)=[O:4].O1CCOCC1.[OH-].[Na+].Cl. Given the product [C:3]([C:5]1[CH:10]=[CH:9][CH:8]=[CH:7][C:6]=1[NH:11]/[C:12](=[C:19]1\[C:20](=[O:28])[NH:21][C:22]2[C:27]\1=[CH:26][CH:25]=[CH:24][CH:23]=2)/[C:13]1[CH:18]=[CH:17][CH:16]=[CH:15][CH:14]=1)([OH:4])=[O:2], predict the reactants needed to synthesize it. (2) Given the product [Si:17]([O:1][CH2:2][C:3]1[CH:4]=[C:5]([C:13]([O:15][CH3:16])=[O:14])[C:6](=[CH:11][CH:12]=1)[C:7]([O:9][CH3:10])=[O:8])([C:20]([CH3:23])([CH3:22])[CH3:21])([CH3:19])[CH3:18], predict the reactants needed to synthesize it. The reactants are: [OH:1][CH2:2][C:3]1[CH:4]=[C:5]([C:13]([O:15][CH3:16])=[O:14])[C:6](=[CH:11][CH:12]=1)[C:7]([O:9][CH3:10])=[O:8].[Si:17](Cl)([C:20]([CH3:23])([CH3:22])[CH3:21])([CH3:19])[CH3:18].N1C=CN=C1. (3) Given the product [CH2:17]([O:24][C:25]1[CH:29]=[C:28](/[CH:30]=[CH:9]/[C:10]([O:12][CH2:13][CH3:14])=[O:11])[N:27]([CH2:32][CH:33]([CH3:35])[CH3:34])[N:26]=1)[C:18]1[CH:19]=[CH:20][CH:21]=[CH:22][CH:23]=1, predict the reactants needed to synthesize it. The reactants are: C(OP([CH2:9][C:10]([O:12][CH2:13][CH3:14])=[O:11])(OCC)=O)C.[H-].[Na+].[CH2:17]([O:24][C:25]1[CH:29]=[C:28]([CH:30]=O)[N:27]([CH2:32][CH:33]([CH3:35])[CH3:34])[N:26]=1)[C:18]1[CH:23]=[CH:22][CH:21]=[CH:20][CH:19]=1.[Cl-].[NH4+]. (4) Given the product [F:37][C:34]([C:31]1[CH:30]=[CH:29][C:28]([C@H:15]2[N:14]([C:38]3[N:39]=[N:40][C:41]([CH3:44])=[CH:42][CH:43]=3)[C:13](=[O:45])[C:12]([OH:11])=[C:16]2[C:17](=[O:27])[C:18]2[CH:19]=[CH:20][C:21]([CH:24]([CH3:25])[CH3:26])=[CH:22][CH:23]=2)=[CH:33][CH:32]=1)([F:36])[CH3:35], predict the reactants needed to synthesize it. The reactants are: COC(=O)[C@H]([O:11][C:12]1[C:13](=[O:45])[N:14]([C:38]2[N:39]=[N:40][C:41]([CH3:44])=[CH:42][CH:43]=2)[C@H:15]([C:28]2[CH:33]=[CH:32][C:31]([C:34]([F:37])([F:36])[CH3:35])=[CH:30][CH:29]=2)[C:16]=1[C:17](=[O:27])[C:18]1[CH:23]=[CH:22][C:21]([CH:24]([CH3:26])[CH3:25])=[CH:20][CH:19]=1)C1C=CC=CC=1. (5) Given the product [CH3:4][C:2]([C:5]1[C:10]([C:11]2[CH:16]=[C:15]([O:17][CH3:18])[CH:14]=[CH:13][C:12]=2[F:19])=[CH:9][C:8]([CH2:20][O:21][C:22]2[CH:23]=[CH:24][C:25]([C@H:28](/[CH:35]=[CH:36]/[CH2:37][CH3:38])[CH2:29][C:30]([OH:32])=[O:31])=[CH:26][CH:27]=2)=[CH:7][CH:6]=1)([CH3:1])[CH3:3], predict the reactants needed to synthesize it. The reactants are: [CH3:1][C:2]([C:5]1[C:10]([C:11]2[CH:16]=[C:15]([O:17][CH3:18])[CH:14]=[CH:13][C:12]=2[F:19])=[CH:9][C:8]([CH2:20][O:21][C:22]2[CH:27]=[CH:26][C:25]([C@H:28](/[CH:35]=[CH:36]/[CH2:37][CH3:38])[CH2:29][C:30]([O:32]CC)=[O:31])=[CH:24][CH:23]=2)=[CH:7][CH:6]=1)([CH3:4])[CH3:3].[Li+].[OH-]. (6) Given the product [F:9][C:8]([F:11])([F:10])[C:6]1[C:5]2[CH2:12][O:13][C@@H:14]3[C@H:18]([C:4]=2[CH:3]=[C:2]([CH:38]=[CH2:39])[CH:7]=1)[CH2:17][N:16]([C:19]([O:21][C:22]([CH3:25])([CH3:24])[CH3:23])=[O:20])[CH2:15]3, predict the reactants needed to synthesize it. The reactants are: Br[C:2]1[CH:7]=[C:6]([C:8]([F:11])([F:10])[F:9])[C:5]2[CH2:12][O:13][C@@H:14]3[C@H:18]([C:4]=2[CH:3]=1)[CH2:17][N:16]([C:19]([O:21][C:22]([CH3:25])([CH3:24])[CH3:23])=[O:20])[CH2:15]3.C([O-])([O-])=O.[K+].[K+].B1(C=C)OB([CH:38]=[CH2:39])OB(C=C)O1.C1C=CN=CC=1.